This data is from NCI-60 drug combinations with 297,098 pairs across 59 cell lines. The task is: Regression. Given two drug SMILES strings and cell line genomic features, predict the synergy score measuring deviation from expected non-interaction effect. (1) Drug 1: C1C(C(OC1N2C=C(C(=O)NC2=O)F)CO)O. Drug 2: C1=NC2=C(N=C(N=C2N1C3C(C(C(O3)CO)O)F)Cl)N. Cell line: TK-10. Synergy scores: CSS=9.21, Synergy_ZIP=-2.29, Synergy_Bliss=-0.206, Synergy_Loewe=-8.54, Synergy_HSA=-2.88. (2) Drug 1: CC1=C(C=C(C=C1)C(=O)NC2=CC(=CC(=C2)C(F)(F)F)N3C=C(N=C3)C)NC4=NC=CC(=N4)C5=CN=CC=C5. Drug 2: COCCOC1=C(C=C2C(=C1)C(=NC=N2)NC3=CC=CC(=C3)C#C)OCCOC.Cl. Cell line: KM12. Synergy scores: CSS=1.79, Synergy_ZIP=-0.553, Synergy_Bliss=1.38, Synergy_Loewe=2.48, Synergy_HSA=0.793. (3) Synergy scores: CSS=4.90, Synergy_ZIP=1.57, Synergy_Bliss=4.03, Synergy_Loewe=3.79, Synergy_HSA=1.43. Drug 2: CS(=O)(=O)OCCCCOS(=O)(=O)C. Drug 1: CC1=C(C=C(C=C1)C(=O)NC2=CC(=CC(=C2)C(F)(F)F)N3C=C(N=C3)C)NC4=NC=CC(=N4)C5=CN=CC=C5. Cell line: SK-MEL-28. (4) Drug 1: C1=C(C(=O)NC(=O)N1)N(CCCl)CCCl. Drug 2: CC1=C2C(C(=O)C3(C(CC4C(C3C(C(C2(C)C)(CC1OC(=O)C(C(C5=CC=CC=C5)NC(=O)C6=CC=CC=C6)O)O)OC(=O)C7=CC=CC=C7)(CO4)OC(=O)C)O)C)OC(=O)C. Cell line: BT-549. Synergy scores: CSS=29.8, Synergy_ZIP=-7.40, Synergy_Bliss=-8.96, Synergy_Loewe=-13.8, Synergy_HSA=-4.79. (5) Drug 1: C1CN1C2=NC(=NC(=N2)N3CC3)N4CC4. Drug 2: CC1CCCC2(C(O2)CC(NC(=O)CC(C(C(=O)C(C1O)C)(C)C)O)C(=CC3=CSC(=N3)C)C)C. Cell line: NCI/ADR-RES. Synergy scores: CSS=31.7, Synergy_ZIP=-1.59, Synergy_Bliss=-0.0966, Synergy_Loewe=0.102, Synergy_HSA=1.91.